Dataset: Forward reaction prediction with 1.9M reactions from USPTO patents (1976-2016). Task: Predict the product of the given reaction. (1) Given the reactants [Cl:1][C:2]1[CH:9]=[C:8](B2OC(C)(C)C(C)(C)O2)[CH:7]=[CH:6][C:3]=1[C:4]#[N:5].Br[C:20]1[CH:21]=[N:22][CH:23]=[C:24]([F:29])[C:25]=1[CH:26]([OH:28])[CH3:27].C(Cl)Cl.C([O-])([O-])=O.[Na+].[Na+], predict the reaction product. The product is: [Cl:1][C:2]1[CH:9]=[C:8]([C:20]2[CH:21]=[N:22][CH:23]=[C:24]([F:29])[C:25]=2[CH:26]([OH:28])[CH3:27])[CH:7]=[CH:6][C:3]=1[C:4]#[N:5]. (2) The product is: [NH2:1][C:2]1[C:3]([C:4]([O:6][CH3:7])=[O:5])=[C:8]([C:13]([F:16])([F:14])[F:15])[C:9]([Cl:24])=[C:10]([Br:12])[CH:11]=1. Given the reactants [NH2:1][C:2]1[CH:11]=[C:10]([Br:12])[CH:9]=[C:8]([C:13]([F:16])([F:15])[F:14])[C:3]=1[C:4]([O:6][CH3:7])=[O:5].C1C(=O)N([Cl:24])C(=O)C1, predict the reaction product. (3) Given the reactants Cl[C:2]1[C:11]2[C:6](=[CH:7][CH:8]=[C:9]([O:12][CH:13]3[CH2:18][CH2:17][N:16]([S:19]([CH3:22])(=[O:21])=[O:20])[CH2:15][CH2:14]3)[CH:10]=2)[N:5]=[CH:4][N:3]=1.[Cl:23][C:24]1[CH:25]=[C:26]([CH:28]=[CH:29][C:30]=1[O:31][CH2:32][C:33]1[CH:38]=[N:37][CH:36]=[CH:35][N:34]=1)[NH2:27], predict the reaction product. The product is: [Cl:23][C:24]1[CH:25]=[C:26]([NH:27][C:2]2[C:11]3[C:6](=[CH:7][CH:8]=[C:9]([O:12][CH:13]4[CH2:18][CH2:17][N:16]([S:19]([CH3:22])(=[O:21])=[O:20])[CH2:15][CH2:14]4)[CH:10]=3)[N:5]=[CH:4][N:3]=2)[CH:28]=[CH:29][C:30]=1[O:31][CH2:32][C:33]1[CH:38]=[N:37][CH:36]=[CH:35][N:34]=1. (4) Given the reactants CO.[C:3]([O:11][CH2:12][C@@:13]1([C:32]#[CH:33])[O:17][C@@H:16]([N:18]2[CH:26]=[C:24]([CH3:25])[C:22](=[O:23])[NH:21][C:19]2=[O:20])[CH2:15][C@H:14]1OS(C)(=O)=O)(=[O:10])[C:4]1[CH:9]=[CH:8][CH:7]=[CH:6][CH:5]=1.CCN(C(C)C)C(C)C.CC(OC(C)=O)=O, predict the reaction product. The product is: [C:3]([O:11][CH2:12][C@@:13]1([C:32]#[CH:33])[O:17][C@@H:16]([N:18]2[CH:26]=[C:24]([CH3:25])[C:22](=[O:23])[NH:21][C:19]2=[O:20])[CH:15]=[CH:14]1)(=[O:10])[C:4]1[CH:9]=[CH:8][CH:7]=[CH:6][CH:5]=1. (5) Given the reactants [Cl:1][C:2]1[CH:7]=[CH:6][C:5]([CH2:8][C@@H:9]([C:13]2[CH:18]=[CH:17][CH:16]=[C:15]([C:19]#[N:20])[CH:14]=2)[C@@H:10]([NH2:12])[CH3:11])=[CH:4][CH:3]=1.[C:21]1(CC(=O)C(O)=O)[CH:26]=[CH:25][CH:24]=[CH:23][CH:22]=1.[C:43]([O:42][BH-]([O:42][C:43](=[O:45])[CH3:44])[O:42][C:43](=[O:45])[CH3:44])(=[O:45])[CH3:44].[Na+].Cl[CH:48](Cl)C, predict the reaction product. The product is: [Cl:1][C:2]1[CH:7]=[CH:6][C:5]([CH2:8][C@@H:9]([C:13]2[CH:18]=[CH:17][CH:16]=[C:15]([C:19]#[N:20])[CH:14]=2)[C@@H:10]([NH:12][CH:44]([C:21]2[CH:26]=[CH:25][CH:24]=[CH:23][CH:22]=2)[C:43]([O:42][CH3:48])=[O:45])[CH3:11])=[CH:4][CH:3]=1.